From a dataset of hERG Central: cardiac toxicity at 1µM, 10µM, and general inhibition. Predict hERG channel inhibition at various concentrations. (1) Results: hERG_inhib (hERG inhibition (general)): blocker. The drug is CC(NC(=O)c1ccc(S(=O)(=O)N(C)C)cc1)c1ccc(-n2ccnc2)cc1. (2) Results: hERG_inhib (hERG inhibition (general)): blocker. The drug is CCOC(=O)c1c(CN(CC)CC)n(C)c2cc(Br)c(O)cc12.Cl. (3) Results: hERG_inhib (hERG inhibition (general)): blocker. The drug is O=C(c1ccccn1)N1N=C2/C(=C/c3ccc(F)cc3)CCCC2C1c1ccc(F)cc1. (4) The molecule is C=CCn1cc(C(=O)NCCOC)c(=O)c2cc(S(=O)(=O)N3CCCCCC3)ccc21. Results: hERG_inhib (hERG inhibition (general)): blocker.